From a dataset of NCI-60 drug combinations with 297,098 pairs across 59 cell lines. Regression. Given two drug SMILES strings and cell line genomic features, predict the synergy score measuring deviation from expected non-interaction effect. (1) Drug 1: C1=CN(C=N1)CC(O)(P(=O)(O)O)P(=O)(O)O. Drug 2: N.N.Cl[Pt+2]Cl. Cell line: HCT116. Synergy scores: CSS=51.7, Synergy_ZIP=2.21, Synergy_Bliss=0.410, Synergy_Loewe=-4.13, Synergy_HSA=-3.13. (2) Drug 1: CN1C(=O)N2C=NC(=C2N=N1)C(=O)N. Drug 2: C1=NC(=NC(=O)N1C2C(C(C(O2)CO)O)O)N. Cell line: RXF 393. Synergy scores: CSS=14.1, Synergy_ZIP=-1.95, Synergy_Bliss=1.70, Synergy_Loewe=-20.2, Synergy_HSA=-5.79.